From a dataset of Reaction yield outcomes from USPTO patents with 853,638 reactions. Predict the reaction yield, written as a fraction of the theoretical maximum amount of product (1.0 means a 100% yield; for example, 0.34 means a 34% yield). (1) The reactants are C([O:8][C:9]1[CH:20]=[CH:19][C:12]2[C:13](=O)[C:14]([CH3:17])([CH3:16])[O:15][C:11]=2[CH:10]=1)C1C=CC=CC=1.[H][H]. The catalyst is CO.[OH-].[Pd+2].[OH-]. The product is [CH3:16][C:14]1([CH3:17])[CH2:13][C:12]2[CH:19]=[CH:20][C:9]([OH:8])=[CH:10][C:11]=2[O:15]1. The yield is 0.880. (2) The reactants are [H-].[Li+].C([Al+]CC(C)C)C(C)C.[H-].C([O:16][C:17](=O)[C:18]1[CH:23]=[CH:22][CH:21]=[C:20]([Cl:24])[C:19]=1[O:25][CH2:26][CH2:27][CH3:28])CC. The catalyst is C1COCC1. The product is [Cl:24][C:20]1[C:19]([O:25][CH2:26][CH2:27][CH3:28])=[C:18]([CH2:17][OH:16])[CH:23]=[CH:22][CH:21]=1. The yield is 0.560. (3) The reactants are [CH:1]1([CH2:4][C:5]([CH:7]2[C:12](=O)[CH2:11][C:10]([CH3:15])([CH3:14])[CH2:9][C:8]2=[O:16])=O)[CH2:3][CH2:2]1.Cl.[C:18]([C:20]1[CH:25]=[CH:24][C:23]([NH:26][NH2:27])=[CH:22][CH:21]=1)#[N:19].CC(O)=O. The catalyst is CCO. The product is [CH:1]1([CH2:4][C:5]2[C:7]3[C:8](=[O:16])[CH2:9][C:10]([CH3:15])([CH3:14])[CH2:11][C:12]=3[N:26]([C:23]3[CH:24]=[CH:25][C:20]([C:18]#[N:19])=[CH:21][CH:22]=3)[N:27]=2)[CH2:2][CH2:3]1. The yield is 0.510.